This data is from Catalyst prediction with 721,799 reactions and 888 catalyst types from USPTO. The task is: Predict which catalyst facilitates the given reaction. (1) Reactant: [Br:1]Br.[N:3]1[CH:8]=[CH:7][C:6]([CH2:9][C:10](=[O:12])[CH3:11])=[CH:5][CH:4]=1.Br. Product: [Br:1][CH2:11][C:10](=[O:12])[CH2:9][C:6]1[CH:7]=[CH:8][N:3]=[CH:4][CH:5]=1. The catalyst class is: 21. (2) Reactant: COC(=O)C1[CH:9]=[CH:8][C:7]([NH:10][C:11]([NH:13][C@:14]([C:22]2[CH:27]=[CH:26][C:25]([CH2:28][CH2:29][C:30]([CH3:33])([CH3:32])[CH3:31])=[C:24]([Cl:34])[CH:23]=2)([CH3:21])[CH:15]([CH2:19]O)[CH:16]([CH3:18])[CH3:17])=[O:12])=[CH:6][C:5]=1[O:35][CH3:36].[CH3:38]C1(C)N([O])C(C)(C)CCC1.[C:49]([OH:52])(=[O:51])[CH3:50].[C:49]([OH:52])(=[O:51])[CH3:50].IC1C=CC=CC=1. Product: [CH3:38][O:51][C:49](=[O:52])[C:50]1[CH:9]=[CH:8][C:7]([N:10]2[CH:19]=[C:15]([CH:16]([CH3:17])[CH3:18])[C@@:14]([C:22]3[CH:27]=[CH:26][C:25]([CH2:28][CH2:29][C:30]([CH3:31])([CH3:33])[CH3:32])=[C:24]([Cl:34])[CH:23]=3)([CH3:21])[NH:13][C:11]2=[O:12])=[CH:6][C:5]=1[O:35][CH3:36]. The catalyst class is: 4. (3) Reactant: [CH3:1][C:2]1[C:10]2[CH2:9][O:8][C:7](=[O:11])[C:6]=2[CH:5]=[CH:4][C:3]=1[C@@H:12]1[CH2:14][O:13]1.[NH:15]1[CH2:19][CH2:18][CH2:17][CH:16]1[CH2:20][NH:21][C:22](=[O:28])[O:23][C:24]([CH3:27])([CH3:26])[CH3:25]. Product: [OH:13][C@H:12]([C:3]1[CH:4]=[CH:5][C:6]2[C:7](=[O:11])[O:8][CH2:9][C:10]=2[C:2]=1[CH3:1])[CH2:14][N:15]1[CH2:19][CH2:18][CH2:17][CH:16]1[CH2:20][NH:21][C:22](=[O:28])[O:23][C:24]([CH3:26])([CH3:25])[CH3:27]. The catalyst class is: 8.